This data is from Full USPTO retrosynthesis dataset with 1.9M reactions from patents (1976-2016). The task is: Predict the reactants needed to synthesize the given product. (1) Given the product [CH3:35][S:36]([O:10][CH2:9][CH2:8][N:7]([C:6]([O:5][C:1]([CH3:4])([CH3:2])[CH3:3])=[O:27])[CH2:11][C:12]1[NH:13][C:14](=[O:26])[C:15]2[CH:20]=[N:19][N:18]([CH:21]3[CH2:25][CH2:24][CH2:23][CH2:22]3)[C:16]=2[N:17]=1)(=[O:38])=[O:37], predict the reactants needed to synthesize it. The reactants are: [C:1]([O:5][C:6](=[O:27])[N:7]([CH2:11][C:12]1[NH:13][C:14](=[O:26])[C:15]2[CH:20]=[N:19][N:18]([CH:21]3[CH2:25][CH2:24][CH2:23][CH2:22]3)[C:16]=2[N:17]=1)[CH2:8][CH2:9][OH:10])([CH3:4])([CH3:3])[CH3:2].C(N(CC)CC)C.[CH3:35][S:36](Cl)(=[O:38])=[O:37]. (2) The reactants are: [CH:1]1([NH:4][C:5](=[O:23])[C:6]2[CH:11]=[C:10]([C:12]3[CH:13]=[C:14]4[C:18](=[CH:19][CH:20]=3)[NH:17][N:16]=[CH:15]4)[C:9]([CH3:21])=[C:8]([F:22])[CH:7]=2)[CH2:3][CH2:2]1.[H-].[Na+].Br[CH2:27][C:28]1[CH:33]=[CH:32][CH:31]=[CH:30][CH:29]=1. Given the product [CH:1]1([NH:4][C:5](=[O:23])[C:6]2[CH:11]=[C:10]([C:12]3[CH:13]=[C:14]4[C:18](=[CH:19][CH:20]=3)[N:17]([CH2:27][C:28]3[CH:33]=[CH:32][CH:31]=[CH:30][CH:29]=3)[N:16]=[CH:15]4)[C:9]([CH3:21])=[C:8]([F:22])[CH:7]=2)[CH2:2][CH2:3]1, predict the reactants needed to synthesize it. (3) Given the product [CH3:1][O:2][C:3](=[O:29])[CH2:4][CH:5]1[C:28]2[C:23](=[CH:24][CH:25]=[CH:26][CH:27]=2)[C:7]2([CH2:8][CH2:9][N:10]([S:13]([C:16]3[CH:21]=[CH:20][C:19]([Cl:22])=[CH:18][CH:17]=3)(=[O:15])=[O:14])[CH2:11][CH2:12]2)[CH2:6]1, predict the reactants needed to synthesize it. The reactants are: [CH3:1][O:2][C:3](=[O:29])[CH:4]=[C:5]1[C:28]2[C:23](=[CH:24][CH:25]=[CH:26][CH:27]=2)[C:7]2([CH2:12][CH2:11][N:10]([S:13]([C:16]3[CH:21]=[CH:20][C:19]([Cl:22])=[CH:18][CH:17]=3)(=[O:15])=[O:14])[CH2:9][CH2:8]2)[CH2:6]1. (4) Given the product [CH:19]([NH:18][C:4]1[CH:3]=[C:2]([NH:28][C:23]2[CH:24]=[CH:25][CH:26]=[CH:27][N:22]=2)[N:7]=[C:6]([C:8]2[CH:13]=[CH:12][CH:11]=[C:10]([C:14]([F:17])([F:16])[F:15])[N:9]=2)[N:5]=1)([CH3:21])[CH3:20], predict the reactants needed to synthesize it. The reactants are: Cl[C:2]1[N:7]=[C:6]([C:8]2[CH:13]=[CH:12][CH:11]=[C:10]([C:14]([F:17])([F:16])[F:15])[N:9]=2)[N:5]=[C:4]([NH:18][CH:19]([CH3:21])[CH3:20])[CH:3]=1.[N:22]1[CH:27]=[CH:26][CH:25]=[CH:24][C:23]=1[NH2:28].C([O-])([O-])=O.[Cs+].[Cs+]. (5) Given the product [Cl:1][C:2]1[CH:3]=[CH:4][C:5]([CH2:6][N:7]2[CH2:8][CH2:9][CH:10]([NH:13][CH2:34][C@@:31]([OH:32])([CH3:33])[CH2:30][O:29][C:20]3[CH:19]=[CH:18][C:17]([F:16])=[CH:22][C:21]=3/[CH:23]=[CH:24]/[C:25]([O:27][CH3:28])=[O:26])[CH2:11][CH2:12]2)=[CH:14][CH:15]=1, predict the reactants needed to synthesize it. The reactants are: [Cl:1][C:2]1[CH:15]=[CH:14][C:5]([CH2:6][N:7]2[CH2:12][CH2:11][CH:10]([NH2:13])[CH2:9][CH2:8]2)=[CH:4][CH:3]=1.[F:16][C:17]1[CH:18]=[CH:19][C:20]([O:29][CH2:30][C@:31]2([CH3:34])[CH2:33][O:32]2)=[C:21](/[CH:23]=[CH:24]/[C:25]([O:27][CH3:28])=[O:26])[CH:22]=1. (6) Given the product [F:1][C:2]1[CH:7]=[C:6]([F:8])[CH:5]=[CH:4][C:3]=1[C:9]1[N:10]=[C:11]2[N:30]([CH3:29])[CH:13]=[CH:14][N:15]2[C:16]=1[C:17]1[CH:18]=[CH:19][C:20]2[N:21]([C:23]([CH:26]([CH3:28])[CH3:27])=[N:24][N:25]=2)[N:22]=1, predict the reactants needed to synthesize it. The reactants are: [F:1][C:2]1[CH:7]=[C:6]([F:8])[CH:5]=[CH:4][C:3]=1[C:9]1[N:10]=[C:11]2[N:15]([C:16]=1[C:17]1[CH:18]=[CH:19][C:20]3[N:21]([C:23]([CH:26]([CH3:28])[CH3:27])=[N:24][N:25]=3)[N:22]=1)[CH:14]=[CH:13]O2.[CH3:29][NH2:30].O. (7) Given the product [CH3:33][N:28]1[C:27]([C:25](=[O:26])[NH:24][CH3:23])=[C:31]([NH:32][C:20]([C:9]2[C:8]([NH:7][C:5]3[CH:4]=[N:3][CH:2]=[N:1][CH:6]=3)=[N:13][CH:12]=[C:11]([O:14][CH2:15][C:16]([F:17])([F:18])[F:19])[N:10]=2)=[O:22])[CH:30]=[N:29]1, predict the reactants needed to synthesize it. The reactants are: [N:1]1[CH:6]=[C:5]([NH:7][C:8]2[C:9]([C:20]([OH:22])=O)=[N:10][C:11]([O:14][CH2:15][C:16]([F:19])([F:18])[F:17])=[CH:12][N:13]=2)[CH:4]=[N:3][CH:2]=1.[CH3:23][NH:24][C:25]([C:27]1[N:28]([CH3:33])[N:29]=[CH:30][C:31]=1[NH2:32])=[O:26]. (8) Given the product [CH3:34][C:33]([CH3:36])([CH3:35])[C:32]([N:28]1[C:29]2[C:25](=[CH:24][C:23]([NH:22][CH:2]3[CH2:6][CH2:5][NH:4][CH2:3]3)=[CH:31][CH:30]=2)[CH:26]=[N:27]1)=[O:37], predict the reactants needed to synthesize it. The reactants are: O=[C:2]1[CH2:6][CH2:5][N:4](C(OC(C)(C)C)=O)[CH2:3]1.C(O)(=O)/C=C\C(O)=O.[NH2:22][C:23]1[CH:24]=[C:25]2[C:29](=[CH:30][CH:31]=1)[N:28]([C:32](=[O:37])[C:33]([CH3:36])([CH3:35])[CH3:34])[N:27]=[CH:26]2.